From a dataset of Forward reaction prediction with 1.9M reactions from USPTO patents (1976-2016). Predict the product of the given reaction. (1) Given the reactants [CH2:1]([O:3][C:4](=[O:39])[CH2:5][CH2:6][CH2:7][O:8][C:9]1[CH:14]=[CH:13][CH:12]=[C:11]([CH2:15][CH2:16][CH2:17][CH2:18][CH2:19][CH2:20][O:21][C:22]2[CH:27]=[C:26]([O:28][CH2:29][CH3:30])[CH:25]=[C:24](Br)[CH:23]=2)[C:10]=1[CH2:32][CH2:33][C:34]([O:36][CH2:37][CH3:38])=[O:35])[CH3:2].[F:40][C:41]1[CH:42]=[C:43](B(O)O)[CH:44]=[CH:45][CH:46]=1.C(=O)([O-])[O-].[Cs+].[Cs+], predict the reaction product. The product is: [CH2:1]([O:3][C:4](=[O:39])[CH2:5][CH2:6][CH2:7][O:8][C:9]1[CH:14]=[CH:13][CH:12]=[C:11]([CH2:15][CH2:16][CH2:17][CH2:18][CH2:19][CH2:20][O:21][C:22]2[CH:23]=[C:24]([C:45]3[CH:44]=[CH:43][CH:42]=[C:41]([F:40])[CH:46]=3)[CH:25]=[C:26]([O:28][CH2:29][CH3:30])[CH:27]=2)[C:10]=1[CH2:32][CH2:33][C:34]([O:36][CH2:37][CH3:38])=[O:35])[CH3:2]. (2) Given the reactants [F:1][C:2]1[CH:7]=[C:6](B2OC(C)(C)C(C)(C)O2)[CH:5]=[CH:4][C:3]=1[C:17]1[N:18]=[CH:19][C:20]([NH2:23])=[N:21][CH:22]=1.Br[C:25]1[CH:30]=[CH:29][CH:28]=[CH:27][C:26]=1[S:31]([N:34]1[CH2:39][CH2:38][CH:37]([CH2:40][OH:41])[CH2:36][CH2:35]1)(=[O:33])=[O:32], predict the reaction product. The product is: [NH2:23][C:20]1[N:21]=[CH:22][C:17]([C:3]2[CH:4]=[CH:5][C:6]([C:25]3[CH:30]=[CH:29][CH:28]=[CH:27][C:26]=3[S:31]([N:34]3[CH2:35][CH2:36][CH:37]([CH2:40][OH:41])[CH2:38][CH2:39]3)(=[O:32])=[O:33])=[CH:7][C:2]=2[F:1])=[N:18][CH:19]=1. (3) Given the reactants [NH:1]1[C:9]2[C:4](=[CH:5][CH:6]=[CH:7][CH:8]=2)[C:3]([CH:10]=[CH:11][C:12]([OH:14])=O)=[CH:2]1.N1C2C(=CC=CC=2)C(C=C[C:26]([OH:28])=[O:27])=C1.[F:29][C:30]1[CH:31]=[C:32]([CH:40]=[CH:41][CH:42]=1)[C:33]([NH:35][NH:36][CH:37]([CH3:39])[CH3:38])=[O:34].CN(C(ON1N=NC2[CH:54]=[CH:55][CH:56]=NC1=2)=[N+](C)C)C.F[P-](F)(F)(F)(F)F.[CH:67](N(CC)C(C)C)(C)C, predict the reaction product. The product is: [F:29][C:30]1[CH:31]=[C:32]([CH:40]=[CH:41][CH:42]=1)[C:33]([NH:35][N:36]([C:12](=[O:14])/[CH:11]=[CH:10]/[C:3]1[C:4]2[C:9](=[CH:8][CH:7]=[CH:6][CH:5]=2)[N:1]([C:26]([O:28][C:55]([CH3:54])([CH3:56])[CH3:67])=[O:27])[CH:2]=1)[CH:37]([CH3:39])[CH3:38])=[O:34]. (4) Given the reactants [C:1](=[O:17])([O:6][C:7]1[CH:12]=[CH:11][C:10]2[O:13]C[CH2:15][O:16][C:9]=2[CH:8]=1)[O:2][CH:3](Cl)[CH3:4].[C:18]([OH:23])(=[O:22])[CH:19]([CH3:21])[CH3:20], predict the reaction product. The product is: [CH3:20][CH:19]([CH3:21])[C:18]([O:23][CH:3]([O:2][C:1]([O:6][C:7]1[CH:12]=[CH:11][C:10]2[O:13][CH2:15][O:16][C:9]=2[CH:8]=1)=[O:17])[CH3:4])=[O:22]. (5) Given the reactants [Br:1][C:2]1[CH:3]=[C:4]2[C:8](=[CH:9][CH:10]=1)[C@@H:7]([NH2:11])[CH2:6][CH2:5]2.[F:12][C:13]([F:24])([F:23])[C:14]([NH:16][C:17]1([C:20](O)=[O:21])[CH2:19][CH2:18]1)=[O:15], predict the reaction product. The product is: [Br:1][C:2]1[CH:3]=[C:4]2[C:8](=[CH:9][CH:10]=1)[C@@H:7]([NH:11][C:20]([C:17]1([NH:16][C:14](=[O:15])[C:13]([F:12])([F:23])[F:24])[CH2:18][CH2:19]1)=[O:21])[CH2:6][CH2:5]2. (6) Given the reactants Cl.Cl.[Cl:3][C:4]1[C:12]2[NH:11][CH2:10][C@@H:9]3[CH2:13][NH:14][CH2:15][CH2:16][C:7]([C:8]=23)=[CH:6][CH:5]=1.[CH3:17][C:18]([O:21][C:22](O[C:22]([O:21][C:18]([CH3:20])([CH3:19])[CH3:17])=[O:23])=[O:23])([CH3:20])[CH3:19].C(OCC)(=O)C.C(=O)(O)[O-].[Na+], predict the reaction product. The product is: [Cl:3][C:4]1[C:12]2[NH:11][CH2:10][C@@H:9]3[CH2:13][N:14]([C:22]([O:21][C:18]([CH3:20])([CH3:19])[CH3:17])=[O:23])[CH2:15][CH2:16][C:7]([C:8]=23)=[CH:6][CH:5]=1.